From a dataset of Experimentally validated miRNA-target interactions with 360,000+ pairs, plus equal number of negative samples. Binary Classification. Given a miRNA mature sequence and a target amino acid sequence, predict their likelihood of interaction. (1) The miRNA is hsa-miR-4753-3p with sequence UUCUCUUUCUUUAGCCUUGUGU. The protein sequence of the target gene is MPFGLKLRRTRRYNVLSKNCFVTRIRLLDSNVIECTLSVESTGQECLEAVAQRLELRETHYFGLWFLSKSQQARWVELEKPLKKHLDKFANEPLLFFGVMFYVPNVSRLQQEATRYQYYLQVKKDVLEGRLRCSLEQVIRLAGLAVQADFGDYNQFDSQEFLREYVLFPMDLAMEEAALEELTQKVAQEHKAHSGILPAEAELMYINEVERLDGFGQEIFPVKDSHGNSVHLGIFFMGIFVRNRVGRQAVIYRWNDIGSVTHSKAAILLELIDKEETALFHTDDIENAKYISRLFTTRHK.... Result: 0 (no interaction). (2) The miRNA is hsa-miR-628-5p with sequence AUGCUGACAUAUUUACUAGAGG. The protein sequence of the target gene is MAEGGGPEPGEQERRSSGPRPPSARDLQLALAELYEDEVKCKSSKSNRPKATVFKSPRTPPQRFYSSEHEYSGLNIVRPSTGKIVNELFKEAREHGAVPLNEATRASGDDKSKSFTGGGYRLGSSFCKRSEYIYGENQLQDVQILLKLWSNGFSLDDGELRPYNEPTNAQFLESVKRGEIPLELQRLVHGGQVNLDMEDHQDQEYIKPRLRFKAFSGEGQKLGSLTPEIVSTPSSPEEEDKSILNAVVLIDDSVPTTKIQIRLADGSRLIQRFNSTHRILDVRNFIVQSRPEFAALDFIL.... Result: 1 (interaction). (3) The miRNA is hsa-miR-548av-5p with sequence AAAAGUACUUGCGGAUUU. The protein sequence of the target gene is MAGNAVDNANHLTYFFGNITREEAEDYLVQGGMTDGLYLLRQSRNYLGGFALSVAHNRKAHHYTIERELNGTYAISGGRAHASPADLCHYHSQEPEGLVCLLKKPFNRPPGVQPKTGPFEDLKENLIREYVKQTWNLQGQALEQAIISQKPQLEKLIATTAHEKMPWFHGNISRDESEQTVLIGSKTNGKFLIRARDNNGSFALCLLHEGKVLHYRIDRDKTGKLSIPEGKKFDTLWQLVEHYSYKPDGLLRVLTVPCQKIGVQMGHPGSSNAHPVTWSPGGIISRIKSYSFPKPGHKKP.... Result: 0 (no interaction).